From a dataset of Forward reaction prediction with 1.9M reactions from USPTO patents (1976-2016). Predict the product of the given reaction. (1) The product is: [O:1]1[CH2:2][CH2:3][CH:4]([NH:7][C:8]2[N:9]=[CH:10][C:11]3[CH2:17][CH2:16][NH:15][CH2:14][C:12]=3[N:13]=2)[CH2:5][CH2:6]1. Given the reactants [O:1]1[CH2:6][CH2:5][CH:4]([NH:7][C:8]2[N:9]=[CH:10][C:11]3[CH2:17][CH2:16][N:15](C(OC(C)(C)C)=O)[CH2:14][C:12]=3[N:13]=2)[CH2:3][CH2:2]1.C(Cl)Cl.Cl.O1CCOCC1, predict the reaction product. (2) Given the reactants [CH2:1]=[C:2]([Mg]Br)[CH3:3].CSC.C([O:17][CH2:18][CH:19]1[C:21]([CH3:23])([CH3:22])[O:20]1)(=O)C1C=CC=CC=1, predict the reaction product. The product is: [CH3:23][C:21]([OH:20])([CH3:22])[CH:19]([C:2]([CH3:3])=[CH2:1])[CH2:18][OH:17]. (3) The product is: [CH3:6][C:7]([Si:10]([CH3:12])([CH3:11])[O:14][CH2:15][CH2:16][C:17]1[O:18][CH:19]=[CH:20][CH:21]=1)([CH3:9])[CH3:8]. Given the reactants N1C=CN=C1.[CH3:6][C:7]([Si:10](Cl)([CH3:12])[CH3:11])([CH3:9])[CH3:8].[OH:14][CH2:15][CH2:16][C:17]1[O:18][CH:19]=[CH:20][CH:21]=1.CCOCC, predict the reaction product. (4) Given the reactants C([N:8]1[CH:12]=[CH:11][N:10]=[C:9]1[CH2:13][C:14]1[C:15]([CH2:23][CH3:24])=[N:16][N:17]([CH2:21][CH3:22])[C:18]=1[CH2:19][CH3:20])C1C=CC=CC=1.[Na].N, predict the reaction product. The product is: [CH2:21]([N:17]1[C:18]([CH2:19][CH3:20])=[C:14]([CH2:13][C:9]2[NH:8][CH:12]=[CH:11][N:10]=2)[C:15]([CH2:23][CH3:24])=[N:16]1)[CH3:22]. (5) The product is: [OH:1][C@@H:2]([C:27]([CH3:35])([C:29]1[CH:30]=[CH:31][CH:32]=[CH:33][CH:34]=1)[CH3:28])[C:3]([NH:5][C@H:6]([C:7]([N:9]([CH3:22])[C@@H:10]([CH:19]([CH3:21])[CH3:20])/[CH:11]=[C:12](\[CH3:18])/[C:13]([OH:15])=[O:14])=[O:8])[C:23]([CH3:24])([CH3:25])[CH3:26])=[O:4]. Given the reactants [OH:1][C@@H:2]([C:27]([CH3:35])([C:29]1[CH:34]=[CH:33][CH:32]=[CH:31][CH:30]=1)[CH3:28])[C:3]([NH:5][C@@H:6]([C:23]([CH3:26])([CH3:25])[CH3:24])[C:7]([N:9]([CH3:22])[C@@H:10]([CH:19]([CH3:21])[CH3:20])/[CH:11]=[C:12](\[CH3:18])/[C:13]([O:15]CC)=[O:14])=[O:8])=[O:4].O[C@H](C(C)(C1C=CC=CC=1)C)C(N[C@@H](C(C)(C)C)C(N(C)[C@@H](C(C)C)/C=C(\C)/C(OCC)=O)=O)=O.O.O.[OH-].[Li+], predict the reaction product.